Dataset: Catalyst prediction with 721,799 reactions and 888 catalyst types from USPTO. Task: Predict which catalyst facilitates the given reaction. (1) Product: [N:17]([CH2:2][CH:3]1[O:7][CH:6]([C:8]2[N:12]([CH3:13])[N:11]=[CH:10][C:9]=2[N+:14]([O-:16])=[O:15])[CH2:5][CH2:4]1)=[N+:18]=[N-:19]. Reactant: I[CH2:2][CH:3]1[O:7][CH:6]([C:8]2[N:12]([CH3:13])[N:11]=[CH:10][C:9]=2[N+:14]([O-:16])=[O:15])[CH2:5][CH2:4]1.[N-:17]=[N+:18]=[N-:19].[Na+]. The catalyst class is: 31. (2) Reactant: FC(F)(F)C(O)=O.C(OC(=O)[NH:14][CH:15]1[CH2:20][CH2:19][N:18]([CH:21]2[CH2:34][C:33]3[C:32]4[C:27](=[CH:28][CH:29]=[C:30]([O:35][CH3:36])[CH:31]=4)[N:26]=[CH:25][C:24]=3[O:23][CH2:22]2)[CH2:17][CH2:16]1)(C)(C)C. Product: [CH3:36][O:35][C:30]1[CH:31]=[C:32]2[C:27](=[CH:28][CH:29]=1)[N:26]=[CH:25][C:24]1[O:23][CH2:22][CH:21]([N:18]3[CH2:17][CH2:16][CH:15]([NH2:14])[CH2:20][CH2:19]3)[CH2:34][C:33]2=1. The catalyst class is: 4. (3) Reactant: [CH3:1][O:2][C:3]([C:5]([C:7]1[CH:12]=[CH:11][CH:10]=[CH:9][CH:8]=1)=[O:6])=[O:4].C=C[C@@H]1[C@@H]2C[C@@H]([C@H](O)C3C4C(=CC=CC=4)N=CC=3)N(CC2)C1.[H][H]. Product: [C:3]([O:2][CH3:1])(=[O:4])[C@@H:5]([C:7]1[CH:12]=[CH:11][CH:10]=[CH:9][CH:8]=1)[OH:6]. The catalyst class is: 11. (4) Reactant: [Cl:1][C:2]1[CH:7]=[CH:6][C:5]([C@H:8]([CH3:12])[C:9]([OH:11])=O)=[CH:4][CH:3]=1.[NH2:13][CH2:14][CH2:15][CH2:16][N:17]1[CH2:22][CH2:21][CH:20]([C:23]2[CH:24]=[C:25]([NH:30][C:31](=[O:35])[CH:32]([CH3:34])[CH3:33])[CH:26]=[CH:27][C:28]=2[CH3:29])[CH2:19][CH2:18]1. Product: [Cl:1][C:2]1[CH:3]=[CH:4][C:5]([C@H:8]([CH3:12])[C:9]([NH:13][CH2:14][CH2:15][CH2:16][N:17]2[CH2:22][CH2:21][CH:20]([C:23]3[CH:24]=[C:25]([NH:30][C:31](=[O:35])[CH:32]([CH3:34])[CH3:33])[CH:26]=[CH:27][C:28]=3[CH3:29])[CH2:19][CH2:18]2)=[O:11])=[CH:6][CH:7]=1. The catalyst class is: 5. (5) Reactant: [CH3:1][O:2][C:3]1[CH:8]=[CH:7][C:6]([CH2:9][CH:10]([NH:15][CH:16]=O)[C:11]2([CH3:14])[CH2:13][CH2:12]2)=[CH:5][C:4]=1[O:18][CH2:19][CH2:20][CH2:21][O:22][CH3:23].O=P(Cl)(Cl)Cl. Product: [CH3:1][O:2][C:3]1[CH:8]=[C:7]2[C:6]([CH2:9][CH:10]([C:11]3([CH3:14])[CH2:13][CH2:12]3)[N:15]=[CH:16]2)=[CH:5][C:4]=1[O:18][CH2:19][CH2:20][CH2:21][O:22][CH3:23]. The catalyst class is: 23. (6) Reactant: C([O:3][CH2:4][CH2:5][N:6]1[C:10]2[CH:11]=[CH:12][CH:13]=[CH:14][C:9]=2[N:8]=[C:7]1[N:15]1[CH2:21][CH2:20][CH2:19][NH:18][CH2:17][CH2:16]1)C.Br.[OH-].[Na+]. Product: [OH:3][CH2:4][CH2:5][N:6]1[C:10]2[CH:11]=[CH:12][CH:13]=[CH:14][C:9]=2[N:8]=[C:7]1[N:15]1[CH2:21][CH2:20][CH2:19][NH:18][CH2:17][CH2:16]1. The catalyst class is: 6. (7) Reactant: [Cl:1][C:2]1[C:3]([CH2:10][NH:11]C(=O)OC(C)(C)C)=[CH:4][C:5]([O:8][CH3:9])=[N:6][CH:7]=1.Cl. Product: [Cl-:1].[Cl:1][C:2]1[C:3]([CH2:10][NH3+:11])=[CH:4][C:5]([O:8][CH3:9])=[N:6][CH:7]=1. The catalyst class is: 14.